This data is from Catalyst prediction with 721,799 reactions and 888 catalyst types from USPTO. The task is: Predict which catalyst facilitates the given reaction. (1) Reactant: [O:1]=[C:2]1[CH2:7][NH:6][CH:5]([CH2:8][C:9]([O:11][CH2:12][CH3:13])=[O:10])[CH2:4][NH:3]1.C([O-])([O-])=O.[Na+].[Na+].[Cl:20][C:21]1[CH:22]=[C:23]([S:27](Cl)(=[O:29])=[O:28])[CH:24]=[CH:25][CH:26]=1.S(Cl)(Cl)(=O)=O. Product: [Cl:20][C:21]1[CH:22]=[C:23]([S:27]([N:6]2[CH2:7][C:2](=[O:1])[NH:3][CH2:4][CH:5]2[CH2:8][C:9]([O:11][CH2:12][CH3:13])=[O:10])(=[O:29])=[O:28])[CH:24]=[CH:25][CH:26]=1. The catalyst class is: 225. (2) Reactant: Cl.[CH3:2][O:3][C:4]1[C:12]2[O:11][C:10]([CH3:14])([CH3:13])[CH2:9][C:8]=2[C:7]([C:15]2[CH2:16][C:17]([CH3:29])([CH3:28])[C:18](=[O:27])[N:19]([CH:21]3[CH2:26][CH2:25][NH:24][CH2:23][CH2:22]3)[N:20]=2)=[CH:6][CH:5]=1.[C:30]([O:34][C:35]([NH:37][CH2:38][C:39](O)=[O:40])=[O:36])([CH3:33])([CH3:32])[CH3:31].CN(C(ON1N=NC2C=CC=CC1=2)=[N+](C)C)C.F[P-](F)(F)(F)(F)F.CCN(C(C)C)C(C)C.C(=O)(O)[O-].[Na+]. Product: [CH3:2][O:3][C:4]1[C:12]2[O:11][C:10]([CH3:14])([CH3:13])[CH2:9][C:8]=2[C:7]([C:15]2[CH2:16][C:17]([CH3:29])([CH3:28])[C:18](=[O:27])[N:19]([CH:21]3[CH2:26][CH2:25][N:24]([C:39](=[O:40])[CH2:38][NH:37][C:35](=[O:36])[O:34][C:30]([CH3:31])([CH3:32])[CH3:33])[CH2:23][CH2:22]3)[N:20]=2)=[CH:6][CH:5]=1. The catalyst class is: 2. (3) Reactant: [Cl:1][C:2]1[CH:7]=[C:6]([C:8]#[N:9])[CH:5]=[C:4](Cl)[N:3]=1.[CH3:11][S-:12].[Na+]. Product: [Cl:1][C:2]1[CH:7]=[C:6]([C:8]#[N:9])[CH:5]=[C:4]([S:12][CH3:11])[N:3]=1. The catalyst class is: 1.